Dataset: Peptide-MHC class I binding affinity with 185,985 pairs from IEDB/IMGT. Task: Regression. Given a peptide amino acid sequence and an MHC pseudo amino acid sequence, predict their binding affinity value. This is MHC class I binding data. (1) The peptide sequence is LLTFWNPPV. The MHC is HLA-A02:02 with pseudo-sequence HLA-A02:02. The binding affinity (normalized) is 0.474. (2) The binding affinity (normalized) is 0.823. The peptide sequence is IWEVEDYGF. The MHC is HLA-A23:01 with pseudo-sequence HLA-A23:01. (3) The peptide sequence is SFEPIPIHY. The MHC is HLA-B18:01 with pseudo-sequence HLA-B18:01. The binding affinity (normalized) is 0.123.